This data is from Forward reaction prediction with 1.9M reactions from USPTO patents (1976-2016). The task is: Predict the product of the given reaction. (1) Given the reactants [Cl:1][C:2]1[C:14]2[C:13]3[C:8](=[CH:9][CH:10]=[CH:11][CH:12]=3)[C@:7]([OH:19])([C:15]([F:18])([F:17])[F:16])[C:6]=2[CH:5]=[C:4]([O:20][CH2:21][CH2:22][CH2:23][C:24]([O:26]CC)=[O:25])[CH:3]=1.[OH-].[Na+].O, predict the reaction product. The product is: [Cl:1][C:2]1[C:14]2[C:13]3[C:8](=[CH:9][CH:10]=[CH:11][CH:12]=3)[C@:7]([OH:19])([C:15]([F:17])([F:18])[F:16])[C:6]=2[CH:5]=[C:4]([O:20][CH2:21][CH2:22][CH2:23][C:24]([OH:26])=[O:25])[CH:3]=1. (2) Given the reactants [Cl:1][C:2]1[CH:3]=[C:4]2[C:8](=[CH:9][CH:10]=1)[NH:7][C:6](=[O:11])[CH2:5]2.[CH3:12][S:13]([C:16]1[C:17]([C:24]2[CH:29]=[CH:28][CH:27]=[CH:26][CH:25]=2)=[C:18]([CH:22]=O)[NH:19][C:20]=1[CH3:21])(=[O:15])=[O:14].CC1(C)C(C)(C)OB(C2C=CC=C3C=2C=CN3)O1.N1CCCCC1, predict the reaction product. The product is: [Cl:1][C:2]1[CH:3]=[C:4]2[C:8](=[CH:9][CH:10]=1)[NH:7][C:6](=[O:11])/[C:5]/2=[CH:22]\[C:18]1[NH:19][C:20]([CH3:21])=[C:16]([S:13]([CH3:12])(=[O:15])=[O:14])[C:17]=1[C:24]1[CH:29]=[CH:28][CH:27]=[CH:26][CH:25]=1. (3) Given the reactants [F:1][C:2]1[CH:7]=[CH:6][C:5]([C:8]2[C:16]3[C:11](=[CH:12][CH:13]=[C:14]([NH:17][C:18]([C:20]4([CH:46]([OH:48])[CH3:47])[CH2:24][CH2:23][N:22]([CH2:25][C:26](=[O:45])[N:27]5[CH2:32][CH2:31][N:30]([C:33]6[CH:38]=[CH:37][C:36]([C:39]7[N:44]=[CH:43][CH:42]=[CH:41][N:40]=7)=[CH:35][CH:34]=6)[CH2:29][CH2:28]5)[CH2:21]4)=[O:19])[CH:15]=3)[N:10](C(C3C=CC=CC=3)(C3C=CC=CC=3)C3C=CC=CC=3)[N:9]=2)=[CH:4][CH:3]=1.CCOC(C)=O, predict the reaction product. The product is: [F:1][C:2]1[CH:3]=[CH:4][C:5]([C:8]2[C:16]3[C:11](=[CH:12][CH:13]=[C:14]([NH:17][C:18]([C:20]4([CH:46]([OH:48])[CH3:47])[CH2:24][CH2:23][N:22]([CH2:25][C:26](=[O:45])[N:27]5[CH2:32][CH2:31][N:30]([C:33]6[CH:38]=[CH:37][C:36]([C:39]7[N:40]=[CH:41][CH:42]=[CH:43][N:44]=7)=[CH:35][CH:34]=6)[CH2:29][CH2:28]5)[CH2:21]4)=[O:19])[CH:15]=3)[NH:10][N:9]=2)=[CH:6][CH:7]=1. (4) Given the reactants F[C:2]1[CH:8]=[CH:7][C:5](N)=[C:4]([N+:9]([O-])=O)C=1.C(OC(=O)C)(=O)C.[CH2:19]([N:21](CC)[CH:22](C)C)C, predict the reaction product. The product is: [CH3:19][N:21]([C:4]1[CH:5]=[CH:7][CH:8]=[CH:2][N:9]=1)[CH3:22]. (5) Given the reactants [CH2:1](Br)[C:2]#[C:3][CH3:4].[CH2:6]([O:8][C:9]([CH2:11][NH:12][C:13](=[N:21][C:22]#[N:23])[O:14][C:15]1[CH:20]=[CH:19][CH:18]=[CH:17][CH:16]=1)=[O:10])[CH3:7].C(=O)([O-])[O-].[K+].[K+], predict the reaction product. The product is: [CH2:6]([O:8][C:9]([CH2:11][N:12]([CH2:1][C:2]#[C:3][CH3:4])[C:13](=[N:21][C:22]#[N:23])[O:14][C:15]1[CH:20]=[CH:19][CH:18]=[CH:17][CH:16]=1)=[O:10])[CH3:7]. (6) Given the reactants C([N:3]([CH2:14][CH3:15])[C:4](=[O:13])[C:5]1[CH:10]=[CH:9][CH:8]=[C:7]([CH3:11])[C:6]=1[CH3:12])C.[N:16]1([CH2:22][CH2:23]CC#N)[CH2:21][CH2:20][CH2:19][CH2:18][CH2:17]1, predict the reaction product. The product is: [CH3:11][C:7]1[CH:8]=[CH:9][CH:10]=[C:5]2[C:6]=1[CH:12]=[C:14]([CH2:15][CH2:23][CH2:22][N:16]1[CH2:21][CH2:20][CH2:19][CH2:18][CH2:17]1)[NH:3][C:4]2=[O:13]. (7) Given the reactants [CH:1]([S:4][C:5]1[CH:10]=[CH:9][C:8](B(O)O)=[CH:7][CH:6]=1)([CH3:3])[CH3:2].Br[C:15]1[CH:16]=[C:17]([C:20]([OH:22])=[O:21])[S:18][CH:19]=1.C(=O)([O-])[O-].[Na+].[Na+].Cl, predict the reaction product. The product is: [CH:1]([S:4][C:5]1[CH:10]=[CH:9][C:8]([C:15]2[CH:16]=[C:17]([C:20]([OH:22])=[O:21])[S:18][CH:19]=2)=[CH:7][CH:6]=1)([CH3:3])[CH3:2]. (8) Given the reactants [NH2:1][CH2:2][C@@H:3]1[C@H:8]([CH3:9])[CH2:7][CH2:6][CH2:5][N:4]1[C:10]([C:12]1[CH:17]=[C:16]([F:18])[CH:15]=[CH:14][C:13]=1[C:19]1[N:24]=[CH:23][CH:22]=[CH:21][N:20]=1)=[O:11].Br[C:26]1[CH:31]=[CH:30][C:29]([Cl:32])=[CH:28][N:27]=1, predict the reaction product. The product is: [Cl:32][C:29]1[CH:30]=[CH:31][C:26]([NH:1][CH2:2][C@@H:3]2[C@H:8]([CH3:9])[CH2:7][CH2:6][CH2:5][N:4]2[C:10]([C:12]2[CH:17]=[C:16]([F:18])[CH:15]=[CH:14][C:13]=2[C:19]2[N:20]=[CH:21][CH:22]=[CH:23][N:24]=2)=[O:11])=[N:27][CH:28]=1.